Dataset: Reaction yield outcomes from USPTO patents with 853,638 reactions. Task: Predict the reaction yield, written as a fraction of the theoretical maximum amount of product (1.0 means a 100% yield; for example, 0.34 means a 34% yield). The reactants are Br[C:2]1[C:3]([CH3:14])=[C:4]([CH3:13])[C:5]2[O:9][C:8]([CH3:11])([CH3:10])[CH2:7][C:6]=2[CH:12]=1.[CH3:15][O:16][C:17]1[CH:22]=[CH:21][C:20]([N:23]2[CH2:28][CH2:27][NH:26][CH2:25][CH2:24]2)=[CH:19][CH:18]=1. No catalyst specified. The product is [CH3:15][O:16][C:17]1[CH:18]=[CH:19][C:20]([N:23]2[CH2:28][CH2:27][N:26]([C:2]3[C:3]([CH3:14])=[C:4]([CH3:13])[C:5]4[O:9][C:8]([CH3:11])([CH3:10])[CH2:7][C:6]=4[CH:12]=3)[CH2:25][CH2:24]2)=[CH:21][CH:22]=1. The yield is 0.580.